Dataset: Catalyst prediction with 721,799 reactions and 888 catalyst types from USPTO. Task: Predict which catalyst facilitates the given reaction. Reactant: [N+:1]([C:4]1[CH:5]=[CH:6][C:7]([CH2:10][C:11]([O:13][CH2:14][CH3:15])=[O:12])=[N:8][CH:9]=1)([O-])=O. Product: [NH2:1][C:4]1[CH:5]=[CH:6][C:7]([CH2:10][C:11]([O:13][CH2:14][CH3:15])=[O:12])=[N:8][CH:9]=1. The catalyst class is: 94.